From a dataset of Catalyst prediction with 721,799 reactions and 888 catalyst types from USPTO. Predict which catalyst facilitates the given reaction. Product: [CH3:20][O:21][C:22]1[CH:27]=[C:26]([C:2]2[C:11]3[C:6](=[CH:7][C:8]([OH:12])=[CH:9][CH:10]=3)[CH:5]=[C:4]([NH:13][C:14]3[CH:18]=[C:17]([CH3:19])[NH:16][N:15]=3)[N:3]=2)[CH:25]=[CH:24][CH:23]=1. The catalyst class is: 103. Reactant: Br[C:2]1[C:11]2[C:6](=[CH:7][C:8]([OH:12])=[CH:9][CH:10]=2)[CH:5]=[C:4]([NH:13][C:14]2[CH:18]=[C:17]([CH3:19])[NH:16][N:15]=2)[N:3]=1.[CH3:20][O:21][C:22]1[CH:23]=[C:24](B(O)O)[CH:25]=[CH:26][CH:27]=1.C([O-])([O-])=O.[Na+].[Na+].CN(C)C=O.